Dataset: NCI-60 drug combinations with 297,098 pairs across 59 cell lines. Task: Regression. Given two drug SMILES strings and cell line genomic features, predict the synergy score measuring deviation from expected non-interaction effect. (1) Drug 1: CCC1=C2CN3C(=CC4=C(C3=O)COC(=O)C4(CC)O)C2=NC5=C1C=C(C=C5)O. Drug 2: N.N.Cl[Pt+2]Cl. Cell line: MOLT-4. Synergy scores: CSS=85.8, Synergy_ZIP=3.34, Synergy_Bliss=3.94, Synergy_Loewe=4.24, Synergy_HSA=6.83. (2) Drug 1: C(=O)(N)NO. Drug 2: CCCCC(=O)OCC(=O)C1(CC(C2=C(C1)C(=C3C(=C2O)C(=O)C4=C(C3=O)C=CC=C4OC)O)OC5CC(C(C(O5)C)O)NC(=O)C(F)(F)F)O. Cell line: OVCAR-5. Synergy scores: CSS=24.2, Synergy_ZIP=-1.43, Synergy_Bliss=3.98, Synergy_Loewe=1.53, Synergy_HSA=0.835. (3) Synergy scores: CSS=11.0, Synergy_ZIP=-0.347, Synergy_Bliss=6.78, Synergy_Loewe=-16.6, Synergy_HSA=0.317. Drug 2: CC1C(C(CC(O1)OC2CC(CC3=C2C(=C4C(=C3O)C(=O)C5=C(C4=O)C(=CC=C5)OC)O)(C(=O)C)O)N)O.Cl. Drug 1: CNC(=O)C1=CC=CC=C1SC2=CC3=C(C=C2)C(=NN3)C=CC4=CC=CC=N4. Cell line: SK-MEL-5. (4) Drug 2: CC(C)(C#N)C1=CC=C(C=C1)N2C3=C4C=C(C=CC4=NC=C3N(C2=O)C)C5=CC6=CC=CC=C6N=C5. Cell line: NCI-H460. Drug 1: C1CC(CNC1)C2=CC=C(C=C2)N3C=C4C=CC=C(C4=N3)C(=O)N. Synergy scores: CSS=46.1, Synergy_ZIP=3.72, Synergy_Bliss=3.88, Synergy_Loewe=-31.3, Synergy_HSA=10.0. (5) Synergy scores: CSS=66.3, Synergy_ZIP=4.31, Synergy_Bliss=2.35, Synergy_Loewe=4.99, Synergy_HSA=5.74. Cell line: NCI-H460. Drug 1: CC1=C2C(C(=O)C3(C(CC4C(C3C(C(C2(C)C)(CC1OC(=O)C(C(C5=CC=CC=C5)NC(=O)C6=CC=CC=C6)O)O)OC(=O)C7=CC=CC=C7)(CO4)OC(=O)C)O)C)OC(=O)C. Drug 2: C1CN1C2=NC(=NC(=N2)N3CC3)N4CC4. (6) Drug 1: C1CCC(CC1)NC(=O)N(CCCl)N=O. Drug 2: C1=NC(=NC(=O)N1C2C(C(C(O2)CO)O)O)N. Cell line: NCI-H322M. Synergy scores: CSS=4.33, Synergy_ZIP=-3.40, Synergy_Bliss=-1.47, Synergy_Loewe=-3.76, Synergy_HSA=-1.11. (7) Drug 1: CCC1(CC2CC(C3=C(CCN(C2)C1)C4=CC=CC=C4N3)(C5=C(C=C6C(=C5)C78CCN9C7C(C=CC9)(C(C(C8N6C)(C(=O)OC)O)OC(=O)C)CC)OC)C(=O)OC)O.OS(=O)(=O)O. Drug 2: C(CCl)NC(=O)N(CCCl)N=O. Cell line: SW-620. Synergy scores: CSS=15.3, Synergy_ZIP=-5.18, Synergy_Bliss=-1.98, Synergy_Loewe=-5.72, Synergy_HSA=-2.96.